Dataset: Catalyst prediction with 721,799 reactions and 888 catalyst types from USPTO. Task: Predict which catalyst facilitates the given reaction. (1) Reactant: [NH:1]([C:3]1[CH:11]=[CH:10][C:6]([C:7]([OH:9])=[O:8])=[CH:5][N:4]=1)[NH2:2].[C:12]([C:14]1[C:19]([F:20])=[CH:18][C:17]([C:21](=[CH:26]N(C)C)[C:22](OC)=[O:23])=[C:16]([CH3:30])[CH:15]=1)#[N:13].Cl.C(N(C(C)C)C(C)C)C. Product: [C:12]([C:14]1[C:19]([F:20])=[CH:18][C:17]([C:21]2[CH:26]=[N:2][N:1]([C:3]3[CH:11]=[CH:10][C:6]([C:7]([OH:9])=[O:8])=[CH:5][N:4]=3)[C:22]=2[OH:23])=[C:16]([CH3:30])[CH:15]=1)#[N:13]. The catalyst class is: 666. (2) Product: [Br:12][CH2:13][C:14]([O:10][C@@H:3]1[CH2:2][C@H:1]([CH3:11])[CH2:6][CH2:5][C@H:4]1[CH:7]([CH3:8])[CH3:9])=[O:15]. The catalyst class is: 119. Reactant: [CH:1]1([CH3:11])[CH2:6][CH2:5][CH:4]([CH:7]([CH3:9])[CH3:8])[CH:3]([OH:10])[CH2:2]1.[Br:12][CH2:13][C:14](O)=[O:15].C1(N=C=NC2CCCCC2)CCCCC1.C1(NC(NC2CCCCC2)=O)CCCCC1. (3) Reactant: [C:1]([O:5][C:6](=[O:45])[NH:7][C@H:8]([C:39]1[CH:44]=[CH:43][CH:42]=[CH:41][CH:40]=1)[CH2:9][N:10]1[C:15](=[O:16])[C:14]([N:17]2[CH2:22][CH2:21][NH:20][CH:19]([CH2:23][OH:24])[CH2:18]2)=[C:13]([CH3:25])[N:12]([CH2:26][C:27]2[C:32]([C:33]([F:36])([F:35])[F:34])=[CH:31][CH:30]=[CH:29][C:28]=2[F:37])[C:11]1=[O:38])([CH3:4])([CH3:3])[CH3:2].C(N(CC)C(C)C)(C)C.Br[CH2:56][C:57]1[O:58][C:59]([C:62]([F:65])([F:64])[F:63])=[CH:60][CH:61]=1. Product: [C:1]([O:5][C:6](=[O:45])[NH:7][C@H:8]([C:39]1[CH:44]=[CH:43][CH:42]=[CH:41][CH:40]=1)[CH2:9][N:10]1[C:15](=[O:16])[C:14]([N:17]2[CH2:22][CH2:21][N:20]([CH2:56][C:57]3[O:58][C:59]([C:62]([F:65])([F:64])[F:63])=[CH:60][CH:61]=3)[CH:19]([CH2:23][OH:24])[CH2:18]2)=[C:13]([CH3:25])[N:12]([CH2:26][C:27]2[C:32]([C:33]([F:35])([F:36])[F:34])=[CH:31][CH:30]=[CH:29][C:28]=2[F:37])[C:11]1=[O:38])([CH3:2])([CH3:3])[CH3:4]. The catalyst class is: 4. (4) Reactant: [O:1]1[C:5]2([CH2:10][CH2:9][NH:8][CH2:7][CH2:6]2)[O:4][CH2:3][CH2:2]1.C(=O)([O-])[O-].[Na+].[Na+].[C:17]([C:19]1[CH:24]=[CH:23][C:22]([S:25](Cl)(=[O:27])=[O:26])=[CH:21][CH:20]=1)#[N:18]. Product: [O:1]1[C:5]2([CH2:10][CH2:9][N:8]([S:25]([C:22]3[CH:21]=[CH:20][C:19]([C:17]#[N:18])=[CH:24][CH:23]=3)(=[O:27])=[O:26])[CH2:7][CH2:6]2)[O:4][CH2:3][CH2:2]1. The catalyst class is: 2. (5) Reactant: [C:1]([O:5][C:6](=[O:28])[CH2:7][CH2:8][CH2:9][N:10]1[C:14](=[O:15])[N:13]([CH2:16][C:17]([O:19]C)=[O:18])[N:12]=[C:11]1[C:21]1[CH:26]=[CH:25][C:24]([Cl:27])=[CH:23][CH:22]=1)([CH3:4])([CH3:3])[CH3:2].[OH-].[Li+].O. Product: [C:1]([O:5][C:6](=[O:28])[CH2:7][CH2:8][CH2:9][N:10]1[C:14](=[O:15])[N:13]([CH2:16][C:17]([OH:19])=[O:18])[N:12]=[C:11]1[C:21]1[CH:22]=[CH:23][C:24]([Cl:27])=[CH:25][CH:26]=1)([CH3:4])([CH3:2])[CH3:3]. The catalyst class is: 5. (6) Reactant: Br[CH2:2][CH2:3][CH2:4][CH3:5].C(=O)([O-])[O-].[K+].[K+].[CH2:12]([O:19][C:20]1[CH:25]=[CH:24][NH:23][C:22](=[O:26])[CH:21]=1)[C:13]1[CH:18]=[CH:17][CH:16]=[CH:15][CH:14]=1. Product: [CH2:12]([O:19][C:20]1[CH:25]=[CH:24][N:23]([CH2:2][CH2:3][CH2:4][CH3:5])[C:22](=[O:26])[CH:21]=1)[C:13]1[CH:14]=[CH:15][CH:16]=[CH:17][CH:18]=1. The catalyst class is: 23. (7) Reactant: C(O[C:9]([N:11](C)[C:12]([CH2:19][CH3:20])([CH2:17][CH3:18])[C:13]([O:15][CH3:16])=[O:14])=O)C1C=CC=CC=1.[ClH:22].CO. The catalyst class is: 129. Product: [ClH:22].[CH2:19]([C:12]([NH:11][CH3:9])([CH2:17][CH3:18])[C:13]([O:15][CH3:16])=[O:14])[CH3:20]. (8) Reactant: Cl[C:2]1[C:7]([C:8]#[N:9])=[C:6]([C:10]2[CH:15]=[CH:14][C:13]([O:16][CH2:17][CH2:18][OH:19])=[CH:12][CH:11]=2)[C:5]([C:20]#[N:21])=[C:4]([S:22][CH2:23][C:24]2[N:25]=[C:26]([C:29]3[CH:34]=[CH:33][C:32]([Cl:35])=[CH:31][CH:30]=3)[S:27][CH:28]=2)[N:3]=1.[CH2:36]([NH:38][CH2:39][CH3:40])[CH3:37].O. Product: [Cl:35][C:32]1[CH:31]=[CH:30][C:29]([C:26]2[S:27][CH:28]=[C:24]([CH2:23][S:22][C:4]3[C:5]([C:20]#[N:21])=[C:6]([C:10]4[CH:11]=[CH:12][C:13]([O:16][CH2:17][CH2:18][OH:19])=[CH:14][CH:15]=4)[C:7]([C:8]#[N:9])=[C:2]([N:38]([CH2:39][CH3:40])[CH2:36][CH3:37])[N:3]=3)[N:25]=2)=[CH:34][CH:33]=1. The catalyst class is: 1. (9) The catalyst class is: 106. Reactant: [NH2:1][C:2]1[N:7]=[CH:6][C:5]([C:8]2[CH:9]=[N:10][N:11]([CH:13]3[CH2:26][C:15]4([CH2:18][N:17]([C:19]([O:21]C(C)(C)C)=[O:20])[CH2:16]4)[CH2:14]3)[CH:12]=2)=[CH:4][C:3]=1[O:27][CH:28]([C:30]1[C:35]([Cl:36])=[CH:34][CH:33]=[C:32]([F:37])[C:31]=1[Cl:38])[CH3:29].C1(C)C=CC=CC=1. Product: [CH:19]([OH:21])=[O:20].[CH2:16]1[C:15]2([CH2:14][CH:13]([N:11]3[CH:12]=[C:8]([C:5]4[CH:4]=[C:3]([O:27][CH:28]([C:30]5[C:35]([Cl:36])=[CH:34][CH:33]=[C:32]([F:37])[C:31]=5[Cl:38])[CH3:29])[C:2]([NH2:1])=[N:7][CH:6]=4)[CH:9]=[N:10]3)[CH2:26]2)[CH2:18][NH:17]1.